This data is from NCI-60 drug combinations with 297,098 pairs across 59 cell lines. The task is: Regression. Given two drug SMILES strings and cell line genomic features, predict the synergy score measuring deviation from expected non-interaction effect. (1) Drug 2: CCC1(CC2CC(C3=C(CCN(C2)C1)C4=CC=CC=C4N3)(C5=C(C=C6C(=C5)C78CCN9C7C(C=CC9)(C(C(C8N6C)(C(=O)OC)O)OC(=O)C)CC)OC)C(=O)OC)O.OS(=O)(=O)O. Cell line: A549. Synergy scores: CSS=27.9, Synergy_ZIP=-0.625, Synergy_Bliss=-2.05, Synergy_Loewe=-28.1, Synergy_HSA=-3.46. Drug 1: COC1=NC(=NC2=C1N=CN2C3C(C(C(O3)CO)O)O)N. (2) Drug 1: C(CC(=O)O)C(=O)CN.Cl. Drug 2: C1C(C(OC1N2C=NC3=C2NC=NCC3O)CO)O. Cell line: BT-549. Synergy scores: CSS=2.36, Synergy_ZIP=-2.49, Synergy_Bliss=-2.54, Synergy_Loewe=-3.27, Synergy_HSA=-3.22. (3) Drug 1: CC1=C2C(C(=O)C3(C(CC4C(C3C(C(C2(C)C)(CC1OC(=O)C(C(C5=CC=CC=C5)NC(=O)OC(C)(C)C)O)O)OC(=O)C6=CC=CC=C6)(CO4)OC(=O)C)OC)C)OC. Drug 2: CN1C2=C(C=C(C=C2)N(CCCl)CCCl)N=C1CCCC(=O)O.Cl. Cell line: DU-145. Synergy scores: CSS=66.0, Synergy_ZIP=15.0, Synergy_Bliss=14.7, Synergy_Loewe=-28.7, Synergy_HSA=12.9.